Dataset: Retrosynthesis with 50K atom-mapped reactions and 10 reaction types from USPTO. Task: Predict the reactants needed to synthesize the given product. (1) Given the product Cn1cnc(C(=O)N(Cc2csc(-c3ccc(OC(F)(F)F)cc3)n2)C2CCC2)c1, predict the reactants needed to synthesize it. The reactants are: Cn1cnc(C(=O)O)c1.FC(F)(F)Oc1ccc(-c2nc(CNC3CCC3)cs2)cc1. (2) Given the product C=CCn1c(NCCOc2ccccc2)nc(N2CCc3ccccc3CC2)c(C#N)c1=O, predict the reactants needed to synthesize it. The reactants are: BrCCOc1ccccc1.C=CCn1c(N)nc(N2CCc3ccccc3CC2)c(C#N)c1=O. (3) Given the product COc1cc(N2CCN(C(=O)OC(C)(C)C)CC2)ccc1Nc1nc(Nc2cc(Cl)cc(Cl)c2)cc2cn[nH]c(=O)c12, predict the reactants needed to synthesize it. The reactants are: COc1cc(N2CCN(C(=O)OC(C)(C)C)CC2)ccc1Nc1nc(Cl)cc2cn[nH]c(=O)c12.Nc1cc(Cl)cc(Cl)c1. (4) The reactants are: Cc1cc(C)c(C#N)c(O)n1.ClCc1ccccc1. Given the product Cc1cc(C)c(C#N)c(OCc2ccccc2)n1, predict the reactants needed to synthesize it. (5) Given the product C=C[C@@H]1C[C@]1(NC(=O)[C@@H]1C[C@H](Oc2cc(-c3ccccc3)nc3cc(OC)ccc23)C[C@@H]1NC(=O)OC(C)(C)C)C(=O)NS(=O)(=O)c1cccc(OCc2ccccc2)c1, predict the reactants needed to synthesize it. The reactants are: C=C[C@@H]1C[C@]1(N)C(=O)NS(=O)(=O)c1cccc(OCc2ccccc2)c1.COc1ccc2c(O[C@@H]3C[C@H](NC(=O)OC(C)(C)C)[C@H](C(=O)O)C3)cc(-c3ccccc3)nc2c1. (6) Given the product CC(C)(CCc1ccc(Oc2ccc(C(N)=O)cc2)cc1)NC[C@H](O)COc1cn[nH]c1, predict the reactants needed to synthesize it. The reactants are: CC(C)(CCc1ccc(Oc2ccc(C(N)=O)cc2)cc1)NC[C@H](O)COc1cnn(Cc2ccccc2)c1.